Dataset: Full USPTO retrosynthesis dataset with 1.9M reactions from patents (1976-2016). Task: Predict the reactants needed to synthesize the given product. (1) Given the product [CH:42]1([N:45]([CH3:52])[CH2:46]/[CH:47]=[CH:48]/[C:49]([N:36]2[CH2:37][CH2:38][C@@H:34]([NH:33][C:10]3[C:11]4[C:12](=[N:13][CH:14]=[CH:15][C:16]=4[O:17][C:18]4[CH:32]=[CH:31][C:21]([C:22]([NH:24][C:25]5[CH:30]=[CH:29][N:28]=[CH:27][N:26]=5)=[O:23])=[CH:20][CH:19]=4)[N:8]([CH2:7][C:6]4[CH:5]=[CH:4][C:3]([O:2][CH3:1])=[CH:40][CH:39]=4)[N:9]=3)[CH2:35]2)=[O:50])[CH2:44][CH2:43]1, predict the reactants needed to synthesize it. The reactants are: [CH3:1][O:2][C:3]1[CH:40]=[CH:39][C:6]([CH2:7][N:8]2[C:12]3=[N:13][CH:14]=[CH:15][C:16]([O:17][C:18]4[CH:32]=[CH:31][C:21]([C:22]([NH:24][C:25]5[CH:30]=[CH:29][N:28]=[CH:27][N:26]=5)=[O:23])=[CH:20][CH:19]=4)=[C:11]3[C:10]([NH:33][C@@H:34]3[CH2:38][CH2:37][NH:36][CH2:35]3)=[N:9]2)=[CH:5][CH:4]=1.Cl.[CH:42]1([N:45]([CH3:52])[CH2:46]/[CH:47]=[CH:48]/[C:49](O)=[O:50])[CH2:44][CH2:43]1. (2) Given the product [Cl:27][C:23]1[CH:24]=[CH:25][CH:26]=[C:18]2[C:19]=1[C:20](=[O:22])[N:41]([C:42]1[CH:47]=[CH:46][CH:45]=[CH:44][CH:43]=1)[C:37]([C@@H:36]([NH:35][C:33](=[O:34])[O:32][C:28]([CH3:31])([CH3:30])[CH3:29])[CH3:40])=[N:17]2, predict the reactants needed to synthesize it. The reactants are: P([O-])(OC1C=CC=CC=1)OC1C=CC=CC=1.[NH2:17][C:18]1[CH:26]=[CH:25][CH:24]=[C:23]([Cl:27])[C:19]=1[C:20]([OH:22])=O.[C:28]([O:32][C:33]([NH:35][C@@H:36]([CH3:40])[C:37](O)=O)=[O:34])([CH3:31])([CH3:30])[CH3:29].[NH2:41][C:42]1[CH:47]=[CH:46][CH:45]=[CH:44][CH:43]=1. (3) The reactants are: [C:1]([C:5]1[CH:10]=[CH:9][C:8]([C:11]([C:15]2[CH:20]=[CH:19][C:18]([C:21]([CH3:24])([CH3:23])[CH3:22])=[CH:17][CH:16]=2)=[CH:12][C:13]#[N:14])=[CH:7][CH:6]=1)([CH3:4])([CH3:3])[CH3:2]. Given the product [C:1]([C:5]1[CH:10]=[CH:9][C:8]([CH:11]([C:15]2[CH:16]=[CH:17][C:18]([C:21]([CH3:24])([CH3:23])[CH3:22])=[CH:19][CH:20]=2)[CH2:12][C:13]#[N:14])=[CH:7][CH:6]=1)([CH3:3])([CH3:4])[CH3:2], predict the reactants needed to synthesize it.